From a dataset of Reaction yield outcomes from USPTO patents with 853,638 reactions. Predict the reaction yield, written as a fraction of the theoretical maximum amount of product (1.0 means a 100% yield; for example, 0.34 means a 34% yield). (1) The reactants are Cl[CH2:2][C:3]1[CH:11]=[CH:10][C:6]([C:7]([OH:9])=[O:8])=[CH:5][CH:4]=1.[N-:12]=[N+:13]=[N-:14].[Na+]. The catalyst is C(O)C. The product is [N:12]([CH2:2][C:3]1[CH:11]=[CH:10][C:6]([C:7]([OH:9])=[O:8])=[CH:5][CH:4]=1)=[N+:13]=[N-:14]. The yield is 0.940. (2) The reactants are Cl.[Cl:2][C:3]1[CH:30]=[CH:29][CH:28]=[C:27]([Cl:31])[C:4]=1[C:5]([NH:7][C@H:8]([C:23]([O:25]C)=[O:24])[CH2:9][C:10]1[CH:15]=[CH:14][C:13]([O:16][CH:17]2[CH2:22][CH2:21][NH:20][CH2:19][CH2:18]2)=[CH:12][CH:11]=1)=[O:6].CN1CCOCC1.[F:39][C:40]1[CH:48]=[CH:47][C:43]([C:44](Cl)=[O:45])=[CH:42][C:41]=1[CH3:49].O[Li].O. The catalyst is C(#N)C.O. The product is [Cl:31][C:27]1[CH:28]=[CH:29][CH:30]=[C:3]([Cl:2])[C:4]=1[C:5]([NH:7][C@H:8]([C:23]([OH:25])=[O:24])[CH2:9][C:10]1[CH:11]=[CH:12][C:13]([O:16][CH:17]2[CH2:22][CH2:21][N:20]([C:44](=[O:45])[C:43]3[CH:47]=[CH:48][C:40]([F:39])=[C:41]([CH3:49])[CH:42]=3)[CH2:19][CH2:18]2)=[CH:14][CH:15]=1)=[O:6]. The yield is 0.550. (3) The reactants are Br[C:2]1[S:3][C:4]2[CH:10]=[C:9]([CH2:11][C:12]([O:14][CH2:15][CH3:16])=[O:13])[CH:8]=[CH:7][C:5]=2[N:6]=1.[CH3:17][C:18]1[C:23](B(O)O)=[CH:22][CH:21]=[CH:20][N:19]=1.C([O-])([O-])=O.[K+].[K+]. The catalyst is O1CCOCC1.O.C1C=CC(P(C2C=CC=CC=2)[C-]2C=CC=C2)=CC=1.C1C=CC(P(C2C=CC=CC=2)[C-]2C=CC=C2)=CC=1.Cl[Pd]Cl.[Fe+2]. The product is [CH3:17][C:18]1[C:23]([C:2]2[S:3][C:4]3[CH:10]=[C:9]([CH2:11][C:12]([O:14][CH2:15][CH3:16])=[O:13])[CH:8]=[CH:7][C:5]=3[N:6]=2)=[CH:22][CH:21]=[CH:20][N:19]=1. The yield is 0.670. (4) The reactants are [N:1]1[C:10]2[C:5](=[CH:6][C:7]([CH2:11][N:12]3[C:16]4=[N:17][C:18]([C:21]5[CH:22]=[N:23][N:24]([CH2:26][C:27]([OH:29])=O)[CH:25]=5)=[CH:19][CH:20]=[C:15]4[N:14]=[N:13]3)=[CH:8][CH:9]=2)[CH:4]=[CH:3][CH:2]=1.CN(C=O)C.CN(C(ON1N=NC2[CH:46]=[CH:47][CH:48]=[N:49][C:44]1=2)=[N+](C)C)C.F[P-](F)(F)(F)(F)F.N1CCCC1. The catalyst is O. The product is [N:49]1([C:27](=[O:29])[CH2:26][N:24]2[CH:25]=[C:21]([C:18]3[N:17]=[C:16]4[N:12]([CH2:11][C:7]5[CH:6]=[C:5]6[C:10](=[CH:9][CH:8]=5)[N:1]=[CH:2][CH:3]=[CH:4]6)[N:13]=[N:14][C:15]4=[CH:20][CH:19]=3)[CH:22]=[N:23]2)[CH2:48][CH2:47][CH2:46][CH2:44]1. The yield is 0.160. (5) The reactants are [CH2:1]([N:3]1[C:12]2[C:7](=[CH:8][C:9]([N+:13]([O-])=O)=[CH:10][CH:11]=2)[C:6](=[O:16])[N:5]([CH2:17][CH2:18][C:19]#[N:20])[C:4]1=[O:21])[CH3:2].[Sn](Cl)Cl. The catalyst is C(O)C. The product is [NH2:13][C:9]1[CH:8]=[C:7]2[C:12](=[CH:11][CH:10]=1)[N:3]([CH2:1][CH3:2])[C:4](=[O:21])[N:5]([CH2:17][CH2:18][C:19]#[N:20])[C:6]2=[O:16]. The yield is 0.274. (6) The reactants are [Br:1][C:2]1[CH:3]=[C:4]2[C:9](=[CH:10][CH:11]=1)[CH2:8][C:7](=O)[CH2:6][CH2:5]2.CO.[O:15]1[C:24]2[CH:23]=[C:22]([CH2:25][NH2:26])[N:21]=[CH:20][C:19]=2[O:18][CH2:17][CH2:16]1. The catalyst is C(Cl)(Cl)Cl.C(O[BH-](OC(=O)C)OC(=O)C)(=O)C.[Na+]. The product is [Br:1][C:2]1[CH:3]=[C:4]2[C:9](=[CH:10][CH:11]=1)[CH2:8][CH:7]([NH:26][CH2:25][C:22]1[N:21]=[CH:20][C:19]3[O:18][CH2:17][CH2:16][O:15][C:24]=3[CH:23]=1)[CH2:6][CH2:5]2. The yield is 0.540. (7) The reactants are [CH2:1]([O:8][C:9]1[CH:14]=[C:13]([N:15]([CH2:21][CH2:22][CH2:23][CH3:24])[CH2:16][CH2:17][CH2:18][CH2:19][OH:20])[CH:12]=[CH:11][C:10]=1[CH:25]=[CH:26][C:27]1[S:31][C:30]([CH:32]=O)=[CH:29][CH:28]=1)[C:2]1[CH:7]=[CH:6][CH:5]=[CH:4][CH:3]=1.[C:34]([C:36]1[C:37](=[C:47]([C:50]#[N:51])[C:48]#[N:49])[O:38][C:39]([CH3:46])([C:42]([F:45])([F:44])[F:43])[C:40]=1[CH3:41])#[N:35]. The catalyst is C(O)C. The product is [CH2:1]([O:8][C:9]1[CH:14]=[C:13]([N:15]([CH2:21][CH2:22][CH2:23][CH3:24])[CH2:16][CH2:17][CH2:18][CH2:19][OH:20])[CH:12]=[CH:11][C:10]=1[CH:25]=[CH:26][C:27]1[S:31][C:30]([CH:32]=[CH:41][C:40]2[C:39]([CH3:46])([C:42]([F:45])([F:43])[F:44])[O:38][C:37](=[C:47]([C:48]#[N:49])[C:50]#[N:51])[C:36]=2[C:34]#[N:35])=[CH:29][CH:28]=1)[C:2]1[CH:3]=[CH:4][CH:5]=[CH:6][CH:7]=1. The yield is 0.738. (8) The reactants are [NH2:1][C:2]1[C:7]([CH2:8][CH3:9])=[CH:6][CH:5]=[CH:4][C:3]=1[C:10]([C:12]1[CH:17]=[CH:16][CH:15]=[CH:14][CH:13]=1)=O.[C:18]([C:21]1[S:25][C:24]([CH2:26][C:27]([NH2:29])=[O:28])=[CH:23][CH:22]=1)(=O)[CH3:19].C(O)(=O)CC(CC(O)=O)(C(O)=O)O. The catalyst is C(OCC)(=O)C. The product is [CH2:8]([C:7]1[CH:6]=[CH:5][CH:4]=[C:3]2[C:2]=1[N:1]=[C:18]([C:21]1[S:25][C:24]([CH2:26][C:27]([NH2:29])=[O:28])=[CH:23][CH:22]=1)[CH:19]=[C:10]2[C:12]1[CH:17]=[CH:16][CH:15]=[CH:14][CH:13]=1)[CH3:9]. The yield is 0.440. (9) The reactants are Cl[C:2]1[N:3]=[C:4]([NH:19][CH3:20])[C:5]2[CH2:10][CH2:9][CH:8]([C:11]3[CH:16]=[CH:15][C:14]([F:17])=[CH:13][C:12]=3[F:18])[C:6]=2[N:7]=1.[Cl:21][C:22]1[N:23]=[CH:24][N:25]([C:27]2[CH:33]=[CH:32][C:30]([NH2:31])=[CH:29][C:28]=2[O:34][CH3:35])[CH:26]=1. The catalyst is C1COCC1.C(O)(=O)C. The product is [Cl:21][C:22]1[N:23]=[CH:24][N:25]([C:27]2[CH:33]=[CH:32][C:30]([NH:31][C:2]3[N:3]=[C:4]([NH:19][CH3:20])[C:5]4[CH2:10][CH2:9][CH:8]([C:11]5[CH:16]=[CH:15][C:14]([F:17])=[CH:13][C:12]=5[F:18])[C:6]=4[N:7]=3)=[CH:29][C:28]=2[O:34][CH3:35])[CH:26]=1. The yield is 0.596. (10) The reactants are Cl[C:2]1[C:7]([N+:8]([O-:10])=[O:9])=[CH:6][N:5]=[C:4]([C:11]2[N:15]3[CH:16]=[C:17]([F:20])[CH:18]=[CH:19][C:14]3=[N:13][CH:12]=2)[N:3]=1.[CH3:21][CH:22]([CH3:26])[C@H:23]([NH2:25])[CH3:24]. No catalyst specified. The product is [F:20][C:17]1[CH:18]=[CH:19][C:14]2[N:15]([C:11]([C:4]3[N:3]=[C:2]([NH:25][C@@H:23]([CH:22]([CH3:26])[CH3:21])[CH3:24])[C:7]([N+:8]([O-:10])=[O:9])=[CH:6][N:5]=3)=[CH:12][N:13]=2)[CH:16]=1. The yield is 0.850.